The task is: Predict the reactants needed to synthesize the given product.. This data is from Full USPTO retrosynthesis dataset with 1.9M reactions from patents (1976-2016). (1) Given the product [F:29][C:30]([F:49])([F:48])[S:31]([O:15][C:12]1[CH:11]=[CH:10][C:9]2[O:8][C@@:7]3([CH3:20])[CH2:16][CH2:17][CH2:18][O:19][C@@H:6]3[C@:5]3([CH2:4][O:3][C:2]([NH2:1])=[N:21]3)[C:14]=2[CH:13]=1)(=[O:33])=[O:32].[F:29][C:30]([F:49])([F:48])[S:31]([O:15][C:12]1[CH:11]=[CH:10][C:9]2[O:8][C@:7]3([CH3:20])[CH2:16][CH2:17][CH2:18][O:19][C@H:6]3[C@:5]3([CH2:4][O:3][C:2]([NH2:1])=[N:21]3)[C:14]=2[CH:13]=1)(=[O:33])=[O:32], predict the reactants needed to synthesize it. The reactants are: [NH2:1][C:2]1[O:3][CH2:4][C@:5]2([N:21]=1)[C:14]1[CH:13]=[C:12]([OH:15])[CH:11]=[CH:10][C:9]=1[O:8][C@@:7]1([CH3:20])[CH2:16][CH2:17][CH2:18][O:19][C@H:6]21.C(N(CC)CC)C.[F:29][C:30]([F:49])([F:48])[S:31](N(C1C=CC=CC=1)[S:31]([C:30]([F:49])([F:48])[F:29])(=[O:33])=[O:32])(=[O:33])=[O:32]. (2) Given the product [CH3:1][O:2][C:3](=[O:14])[C:4]1[CH:9]=[CH:8][CH:7]=[C:6]([S:10](=[O:12])(=[O:11])[N:28]=[C:27]([N:29]2[N:33]=[CH:32][C:31]3([CH2:37][CH2:36][CH2:35][CH2:34]3)[CH2:30]2)[NH:26][CH2:24][CH3:25])[CH:5]=1, predict the reactants needed to synthesize it. The reactants are: [CH3:1][O:2][C:3](=[O:14])[C:4]1[CH:9]=[CH:8][CH:7]=[C:6]([S:10](Cl)(=[O:12])=[O:11])[CH:5]=1.CCN(C(C)C)C(C)C.[CH2:24]([NH:26][C:27]([N:29]1[N:33]=[CH:32][C:31]2([CH2:37][CH2:36][CH2:35][CH2:34]2)[CH2:30]1)=[NH:28])[CH3:25]. (3) Given the product [Si:25]([O:4][CH2:3][C@H:2]([CH:5]1[CH2:8][N:7]([C:9]([O:11][C:12]([CH3:15])([CH3:14])[CH3:13])=[O:10])[CH2:6]1)[OH:1])([C:21]([CH3:24])([CH3:23])[CH3:22])([C:32]1[CH:33]=[CH:34][CH:35]=[CH:36][CH:37]=1)[C:26]1[CH:31]=[CH:30][CH:29]=[CH:28][CH:27]=1, predict the reactants needed to synthesize it. The reactants are: [OH:1][C@@H:2]([CH:5]1[CH2:8][N:7]([C:9]([O:11][C:12]([CH3:15])([CH3:14])[CH3:13])=[O:10])[CH2:6]1)[CH2:3][OH:4].N1C=CN=C1.[C:21]([Si:25](Cl)([C:32]1[CH:37]=[CH:36][CH:35]=[CH:34][CH:33]=1)[C:26]1[CH:31]=[CH:30][CH:29]=[CH:28][CH:27]=1)([CH3:24])([CH3:23])[CH3:22]. (4) The reactants are: [N+:1](/[CH:4]=[CH:5]/[C:6]1[CH:15]=[CH:14][C:13]2[C:8](=[CH:9][CH:10]=[CH:11][CH:12]=2)[CH:7]=1)([O-:3])=[O:2].[CH:16](=[O:20])[CH:17]([CH3:19])[CH3:18].CC(O)C.CCCCCC. Given the product [CH3:18][C:17]([CH3:19])([C@H:5]([C:6]1[CH:15]=[CH:14][C:13]2[C:8](=[CH:9][CH:10]=[CH:11][CH:12]=2)[CH:7]=1)[CH2:4][N+:1]([O-:3])=[O:2])[CH:16]=[O:20], predict the reactants needed to synthesize it. (5) The reactants are: [F:1][C:2]1[CH:3]=[C:4]([N:16]2[C:24]3[CH:23]=[C:22]([O:25][CH3:26])[CH:21]=[C:20]([OH:27])[C:19]=3[CH:18]=[N:17]2)[CH:5]=[CH:6][C:7]=1[O:8]CC1C=CC=CC=1. Given the product [F:1][C:2]1[CH:3]=[C:4]([N:16]2[C:24]3[CH:23]=[C:22]([O:25][CH3:26])[CH:21]=[C:20]([OH:27])[C:19]=3[CH:18]=[N:17]2)[CH:5]=[CH:6][C:7]=1[OH:8], predict the reactants needed to synthesize it.